From a dataset of Full USPTO retrosynthesis dataset with 1.9M reactions from patents (1976-2016). Predict the reactants needed to synthesize the given product. (1) Given the product [Br:1][C:2]1[CH:3]=[C:4]([C:8]2([C:14]([NH2:15])=[O:16])[CH2:13][CH2:12][CH2:11][CH2:10][CH2:9]2)[CH:5]=[CH:6][CH:7]=1, predict the reactants needed to synthesize it. The reactants are: [Br:1][C:2]1[CH:3]=[C:4]([C:8]2([C:14]#[N:15])[CH2:13][CH2:12][CH2:11][CH2:10][CH2:9]2)[CH:5]=[CH:6][CH:7]=1.[OH-:16].[K+]. (2) Given the product [Si:1]([O:8][C@@H:9]1[C@H:13]([CH3:14])[NH:12][C@H:11]([C:15]([O:17][CH3:18])=[O:16])[CH2:10]1)([C:4]([CH3:6])([CH3:7])[CH3:5])([CH3:2])[CH3:3], predict the reactants needed to synthesize it. The reactants are: [Si:1]([O:8][C@@H:9]1[C:13]([CH3:14])=[N:12][C@H:11]([C:15]([O:17][CH3:18])=[O:16])[CH2:10]1)([C:4]([CH3:7])([CH3:6])[CH3:5])([CH3:3])[CH3:2]. (3) Given the product [OH:11][C@H:10]([C:12]1[C:13]([CH3:22])=[C:14]2[C:18](=[CH:19][CH:20]=1)[C:17](=[O:21])[O:16][CH2:15]2)[CH2:9][N:6]1[CH2:7][CH2:8][C:3]([NH:2][C:36](=[O:37])[C:27]2[CH:26]=[C:25]([CH3:24])[C:30]([N:31]3[CH:35]=[N:34][N:33]=[N:32]3)=[CH:29][N:28]=2)([CH3:23])[CH2:4][CH2:5]1, predict the reactants needed to synthesize it. The reactants are: Cl.[NH2:2][C:3]1([CH3:23])[CH2:8][CH2:7][N:6]([CH2:9][C@@H:10]([C:12]2[C:13]([CH3:22])=[C:14]3[C:18](=[CH:19][CH:20]=2)[C:17](=[O:21])[O:16][CH2:15]3)[OH:11])[CH2:5][CH2:4]1.[CH3:24][C:25]1[C:30]([N:31]2[CH:35]=[N:34][N:33]=[N:32]2)=[CH:29][N:28]=[C:27]([C:36](O)=[O:37])[CH:26]=1. (4) Given the product [CH:19](=[N:18][N:6]1[C:7]2[C:16]3[CH:15]=[CH:14][CH:13]=[CH:12][C:11]=3[N:10]=[CH:9][C:8]=2[N:17]=[C:5]1[CH2:4][O:3][CH2:1][CH3:2])[C:20]1[CH:25]=[CH:24][CH:23]=[CH:22][CH:21]=1, predict the reactants needed to synthesize it. The reactants are: [CH2:1]([O:3][CH2:4][C:5]1[N:6]([NH2:18])[C:7]2[C:16]3[CH:15]=[CH:14][CH:13]=[CH:12][C:11]=3[N:10]=[CH:9][C:8]=2[N:17]=1)[CH3:2].[CH:19](=O)[C:20]1[CH:25]=[CH:24][CH:23]=[CH:22][CH:21]=1.CCOCC. (5) Given the product [NH2:1][C:2]1[N:7]2[C:8]3[N:22]=[CH:21][CH:20]=[CH:19][C:9]=3[C:10]([C:11]3[CH:16]=[CH:15][N:14]=[C:13]([S:27]([CH3:33])(=[O:30])=[O:26])[N:12]=3)=[C:6]2[CH:5]=[CH:4][N:3]=1, predict the reactants needed to synthesize it. The reactants are: [NH2:1][C:2]1[N:7]2[C:8]3[N:22]=[CH:21][CH:20]=[CH:19][C:9]=3[C:10]([C:11]3[CH:16]=[CH:15][N:14]=[C:13](SC)[N:12]=3)=[C:6]2[CH:5]=[CH:4][N:3]=1.C(Cl)Cl.[O-:26][S:27]([O-:30])(=S)=O.[Na+].[Na+].[C:33]([O-])([O-])=O.[Na+].[Na+]. (6) Given the product [Cl:1][C:2]1[CH:3]=[CH:4][C:5]([C:8]2[N:9]([CH2:22][C@H:23]([OH:28])[C:24]([F:25])([F:27])[F:26])[C:10](=[O:21])[N:11]([CH2:13][C:14]3[N:18]=[C:17]([CH2:19][OH:20])[N:16]([C:34]4[CH:33]=[CH:32][CH:31]=[C:30]([F:29])[CH:35]=4)[N:15]=3)[N:12]=2)=[CH:6][CH:7]=1, predict the reactants needed to synthesize it. The reactants are: [Cl:1][C:2]1[CH:7]=[CH:6][C:5]([C:8]2[N:9]([CH2:22][C@H:23]([OH:28])[C:24]([F:27])([F:26])[F:25])[C:10](=[O:21])[N:11]([CH2:13][C:14]3[N:18]=[C:17]([CH2:19][OH:20])[NH:16][N:15]=3)[N:12]=2)=[CH:4][CH:3]=1.[F:29][C:30]1[CH:31]=[C:32](B(O)O)[CH:33]=[CH:34][CH:35]=1.B(O)O. (7) Given the product [N+:16]([C:13]1[CH:12]=[C:3]2[C:2](=[CH:15][CH:14]=1)[NH:21][N:20]=[C:4]2[C:6]1[CH:11]=[CH:10][CH:9]=[CH:8][CH:7]=1)([O-:18])=[O:17], predict the reactants needed to synthesize it. The reactants are: Cl[C:2]1[CH:15]=[CH:14][C:13]([N+:16]([O-:18])=[O:17])=[CH:12][C:3]=1[C:4]([C:6]1[CH:11]=[CH:10][CH:9]=[CH:8][CH:7]=1)=O.O.[NH2:20][NH2:21].O. (8) Given the product [N:7]1([CH2:6][C:5]([O:4][CH2:2][CH3:3])=[O:8])[CH:16]=[CH:20][CH:19]=[CH:18]1, predict the reactants needed to synthesize it. The reactants are: Cl.[CH2:2]([O:4][C:5](=[O:8])[CH2:6][NH2:7])[CH3:3].C([O-])(=O)C.[Na+].CO[CH:16]1[CH2:20][CH2:19][CH:18](OC)O1.C([O-])(O)=O.[Na+]. (9) The reactants are: [Br:1][C:2]1[CH:3]=[N:4][NH:5][CH:6]=1.N1C=CC=CC=1.[C:13]1([C:19](Cl)([C:26]2[CH:31]=[CH:30][CH:29]=[CH:28][CH:27]=2)[C:20]2[CH:25]=[CH:24][CH:23]=[CH:22][CH:21]=2)[CH:18]=[CH:17][CH:16]=[CH:15][CH:14]=1. Given the product [Br:1][C:2]1[CH:3]=[N:4][N:5]([C:19]([C:13]2[CH:18]=[CH:17][CH:16]=[CH:15][CH:14]=2)([C:26]2[CH:27]=[CH:28][CH:29]=[CH:30][CH:31]=2)[C:20]2[CH:21]=[CH:22][CH:23]=[CH:24][CH:25]=2)[CH:6]=1, predict the reactants needed to synthesize it. (10) Given the product [NH:21]1[CH:20]=[CH:19][N:18]=[C:17]1[CH2:16][N:8]([CH2:7][C:6]1[CH:22]=[CH:23][C:3]([CH2:1][N:36]2[CH2:37][CH2:38][C:32]3([CH2:33][CH2:34][N:30]([CH2:29][C:25]4[S:24][CH:28]=[CH:27][CH:26]=4)[CH2:31]3)[CH2:35]2)=[CH:4][CH:5]=1)[C:9]([C:11]1[NH:12][CH:13]=[CH:14][N:15]=1)=[O:10], predict the reactants needed to synthesize it. The reactants are: [CH:1]([C:3]1[CH:23]=[CH:22][C:6]([CH2:7][N:8]([CH2:16][C:17]2[NH:18][CH:19]=[CH:20][N:21]=2)[C:9]([C:11]2[NH:12][CH:13]=[CH:14][N:15]=2)=[O:10])=[CH:5][CH:4]=1)=O.[S:24]1[CH:28]=[CH:27][CH:26]=[C:25]1[CH2:29][N:30]1[CH2:34][CH2:33][C:32]2([CH2:38][CH2:37][NH:36][CH2:35]2)[CH2:31]1.